This data is from Catalyst prediction with 721,799 reactions and 888 catalyst types from USPTO. The task is: Predict which catalyst facilitates the given reaction. (1) Reactant: [CH2:1]([N:5]([CH2:29][CH2:30][CH2:31][CH3:32])[C:6]1[CH:11]=[CH:10][C:9]([CH:12]=[CH:13][C:14]2[CH2:19][C:18]([CH3:21])([CH3:20])[CH2:17][C:16](=[CH:22][CH:23]=O)[C:15]=2[O:25][CH3:26])=[C:8]([O:27][CH3:28])[CH:7]=1)[CH2:2][CH2:3][CH3:4].[C:33]([C:35]1[C:36](=[C:43]([C:46]#[N:47])[C:44]#[N:45])[O:37][C:38]([CH3:42])([CH3:41])[C:39]=1[CH3:40])#[N:34].C([O-])(=O)C.[NH4+]. Product: [CH2:29]([N:5]([CH2:1][CH2:2][CH2:3][CH3:4])[C:6]1[CH:11]=[CH:10][C:9]([CH:12]=[CH:13][C:14]2[CH2:19][C:18]([CH3:21])([CH3:20])[CH2:17][C:16](=[CH:22][CH:23]=[CH:40][C:39]3[C:38]([CH3:41])([CH3:42])[O:37][C:36](=[C:43]([C:44]#[N:45])[C:46]#[N:47])[C:35]=3[C:33]#[N:34])[C:15]=2[O:25][CH3:26])=[C:8]([O:27][CH3:28])[CH:7]=1)[CH2:30][CH2:31][CH3:32]. The catalyst class is: 199. (2) Reactant: [NH2:1][C:2]1[CH:7]=[CH:6][CH:5]=[C:4]([C:8]([CH:10]2[CH2:15][CH2:14][N:13]([CH3:16])[CH2:12][CH2:11]2)=[O:9])[N:3]=1.[Cl:17][C:18]1[CH:26]=[CH:25][CH:24]=[CH:23][C:19]=1[C:20](Cl)=[O:21]. Product: [Cl:17][C:18]1[CH:26]=[CH:25][CH:24]=[CH:23][C:19]=1[C:20]([NH:1][C:2]1[CH:7]=[CH:6][CH:5]=[C:4]([C:8]([CH:10]2[CH2:15][CH2:14][N:13]([CH3:16])[CH2:12][CH2:11]2)=[O:9])[N:3]=1)=[O:21]. The catalyst class is: 169. (3) Reactant: [CH2:1]([O:8][C:9]([N:11]1[C@@H:15]([CH2:16][C:17]2[CH:22]=[CH:21][CH:20]=[CH:19][CH:18]=2)[C:14](=[O:23])OC1C1C=CC(OC)=CC=1)=[O:10])[C:2]1[CH:7]=[CH:6][CH:5]=[CH:4][CH:3]=1.Br[CH2:33][Cl:34].O1CCCC1.S([O-])(O)(=O)=O.[K+]. Product: [CH2:1]([O:8][C:9]([NH:11][C@@H:15]([CH2:16][C:17]1[CH:18]=[CH:19][CH:20]=[CH:21][CH:22]=1)[C:14](=[O:23])[CH2:33][Cl:34])=[O:10])[C:2]1[CH:3]=[CH:4][CH:5]=[CH:6][CH:7]=1. The catalyst class is: 81. (4) Product: [CH2:22]([C:21]1[O:10][C:7]2[CH:8]=[CH:9][C:4]([N+:1]([O-:3])=[O:2])=[CH:5][C:6]=2[C:20]=1[C:19](=[O:27])[C:16]1[CH:17]=[CH:18][C:13]([OH:12])=[CH:14][CH:15]=1)[CH2:23][CH2:24][CH3:25]. The catalyst class is: 15. Reactant: [N+:1]([C:4]1[CH:9]=[CH:8][C:7]([O:10]N)=[CH:6][CH:5]=1)([O-:3])=[O:2].[OH:12][C:13]1[CH:18]=[CH:17][C:16]([C:19](=[O:27])[CH2:20][C:21](=O)[CH2:22][CH2:23][CH2:24][CH3:25])=[CH:15][CH:14]=1. (5) Reactant: [NH2:1][C:2]1[N:7]=[C:6]([C:8]2[CH:16]=[CH:15][C:11]3[O:12][CH2:13][O:14][C:10]=3[CH:9]=2)[C:5]([C:17]#[N:18])=[C:4](S(C)(=O)=O)[N:3]=1.[C:23]1([CH2:29][CH2:30][CH2:31][NH2:32])[CH:28]=[CH:27][CH:26]=[CH:25][CH:24]=1. The catalyst class is: 57. Product: [NH2:1][C:2]1[N:7]=[C:6]([C:8]2[CH:16]=[CH:15][C:11]3[O:12][CH2:13][O:14][C:10]=3[CH:9]=2)[C:5]([C:17]#[N:18])=[C:4]([NH:32][CH2:31][CH2:30][CH2:29][C:23]2[CH:28]=[CH:27][CH:26]=[CH:25][CH:24]=2)[N:3]=1. (6) Reactant: C1(P(C2C=CC=CC=2)C2C=CC=CC=2)C=CC=CC=1.N(/C(OCC)=O)=N\C(OCC)=O.[Cl:32][C:33]1[C:34]([OH:40])=[CH:35][C:36](=[O:39])[NH:37][CH:38]=1.[F:41][C:42]([F:57])([F:56])[C:43]1[CH:44]=[N:45][C:46]([N:49]2[CH2:54][CH2:53][CH:52](O)[CH2:51][CH2:50]2)=[N:47][CH:48]=1. Product: [Cl:32][C:33]1[C:34]([O:40][CH:52]2[CH2:53][CH2:54][N:49]([C:46]3[N:45]=[CH:44][C:43]([C:42]([F:41])([F:56])[F:57])=[CH:48][N:47]=3)[CH2:50][CH2:51]2)=[CH:35][C:36](=[O:39])[NH:37][CH:38]=1. The catalyst class is: 399. (7) Reactant: C(=O)([O-])[O-].[Cs+].[Cs+].C1C=CC(P(C2C(C3C(P(C4C=CC=CC=4)C4C=CC=CC=4)=CC=C4C=3C=CC=C4)=C3C(C=CC=C3)=CC=2)C2C=CC=CC=2)=CC=1.[Br:53][C:54]1[CH:59]=[CH:58][C:57]([CH2:60][NH:61]C(C2CCCC(NC3N=C(C)N=C(NC)N=3)C2)=O)=[C:56]([Cl:80])[CH:55]=1.N1CCCCC1. Product: [Br:53][C:54]1[CH:59]=[CH:58][C:57]([CH2:60][NH2:61])=[C:56]([Cl:80])[CH:55]=1. The catalyst class is: 187. (8) Reactant: [CH3:1][N:2]1[CH2:15][CH2:14][C:5]2[NH:6][C:7]3[CH:8]=[CH:9][C:10]([CH3:13])=[CH:11][C:12]=3[C:4]=2[CH2:3]1.[H-].[Na+].[CH3:18][C:19]1([C:22]2[CH:27]=[N:26][CH:25]=[CH:24][N:23]=2)[CH2:21][O:20]1.O. Product: [CH3:1][N:2]1[CH2:15][CH2:14][C:5]2[N:6]([CH2:18][C:19]([C:22]3[CH:27]=[N:26][CH:25]=[CH:24][N:23]=3)([OH:20])[CH3:21])[C:7]3[CH:8]=[CH:9][C:10]([CH3:13])=[CH:11][C:12]=3[C:4]=2[CH2:3]1. The catalyst class is: 3. (9) Reactant: [OH:1][C:2]1[CH:7]=[CH:6][CH:5]=[CH:4][C:3]=1[C:8]1[C:9]([O:16][CH3:17])=[CH:10][C:11](=[O:15])[N:12]([CH3:14])[N:13]=1.Br.Br[CH2:20][C:21]1[CH:26]=[CH:25][CH:24]=[CH:23][N:22]=1.C(=O)([O-])[O-].[K+].[K+]. Product: [CH3:17][O:16][C:9]1[C:8]([C:3]2[CH:4]=[CH:5][CH:6]=[CH:7][C:2]=2[O:1][CH2:20][C:21]2[CH:26]=[CH:25][CH:24]=[CH:23][N:22]=2)=[N:13][N:12]([CH3:14])[C:11](=[O:15])[CH:10]=1. The catalyst class is: 9.